Dataset: NCI-60 drug combinations with 297,098 pairs across 59 cell lines. Task: Regression. Given two drug SMILES strings and cell line genomic features, predict the synergy score measuring deviation from expected non-interaction effect. (1) Drug 1: C1=CC(=CC=C1C#N)C(C2=CC=C(C=C2)C#N)N3C=NC=N3. Drug 2: CC(C)NC(=O)C1=CC=C(C=C1)CNNC.Cl. Cell line: NCI-H226. Synergy scores: CSS=-6.50, Synergy_ZIP=2.80, Synergy_Bliss=0.792, Synergy_Loewe=-5.70, Synergy_HSA=-5.70. (2) Drug 1: CCCCC(=O)OCC(=O)C1(CC(C2=C(C1)C(=C3C(=C2O)C(=O)C4=C(C3=O)C=CC=C4OC)O)OC5CC(C(C(O5)C)O)NC(=O)C(F)(F)F)O. Drug 2: CN(C(=O)NC(C=O)C(C(C(CO)O)O)O)N=O. Cell line: SNB-19. Synergy scores: CSS=49.6, Synergy_ZIP=-1.73, Synergy_Bliss=-2.43, Synergy_Loewe=-35.8, Synergy_HSA=-2.46. (3) Drug 1: CC12CCC(CC1=CCC3C2CCC4(C3CC=C4C5=CN=CC=C5)C)O. Drug 2: C1C(C(OC1N2C=NC3=C(N=C(N=C32)Cl)N)CO)O. Cell line: HL-60(TB). Synergy scores: CSS=40.8, Synergy_ZIP=1.14, Synergy_Bliss=-3.93, Synergy_Loewe=-44.9, Synergy_HSA=-7.89. (4) Drug 1: C1=CC(=CC=C1CC(C(=O)O)N)N(CCCl)CCCl.Cl. Drug 2: C1=NC(=NC(=O)N1C2C(C(C(O2)CO)O)O)N. Cell line: NCI-H226. Synergy scores: CSS=9.77, Synergy_ZIP=-1.14, Synergy_Bliss=3.07, Synergy_Loewe=-0.268, Synergy_HSA=0.789. (5) Cell line: MALME-3M. Drug 1: C1=CC(=CC=C1C#N)C(C2=CC=C(C=C2)C#N)N3C=NC=N3. Synergy scores: CSS=10.7, Synergy_ZIP=-0.166, Synergy_Bliss=3.29, Synergy_Loewe=-0.493, Synergy_HSA=-0.496. Drug 2: CC12CCC3C(C1CCC2OP(=O)(O)O)CCC4=C3C=CC(=C4)OC(=O)N(CCCl)CCCl.[Na+]. (6) Drug 1: CC1=C(C=C(C=C1)NC(=O)C2=CC=C(C=C2)CN3CCN(CC3)C)NC4=NC=CC(=N4)C5=CN=CC=C5. Drug 2: C1=CC=C(C=C1)NC(=O)CCCCCCC(=O)NO. Cell line: HCT-15. Synergy scores: CSS=-1.91, Synergy_ZIP=0.555, Synergy_Bliss=-0.501, Synergy_Loewe=-7.08, Synergy_HSA=-4.13.